Dataset: Forward reaction prediction with 1.9M reactions from USPTO patents (1976-2016). Task: Predict the product of the given reaction. (1) Given the reactants CN(C)[CH:3]=[CH:4][C:5]([C:7]1[N:14]2[C:10]([S:11][CH:12]=[CH:13]2)=[N:9][C:8]=1[C:15]1[CH:20]=[CH:19][C:18]([F:21])=[C:17]([O:22][CH3:23])[CH:16]=1)=O.Cl.[NH2:26]/[C:27](/[NH:30][CH:31]1[CH2:36][CH2:35][N:34]([C:37]([O:39][C:40]([CH3:43])([CH3:42])[CH3:41])=[O:38])[CH2:33][CH2:32]1)=[N:28]/[H].[O-]CC.[Na+], predict the reaction product. The product is: [F:21][C:18]1[CH:19]=[CH:20][C:15]([C:8]2[N:9]=[C:10]3[N:14]([C:7]=2[C:5]2[CH:4]=[CH:3][N:28]=[C:27]([NH:30][CH:31]4[CH2:36][CH2:35][N:34]([C:37]([O:39][C:40]([CH3:43])([CH3:42])[CH3:41])=[O:38])[CH2:33][CH2:32]4)[N:26]=2)[CH:13]=[CH:12][S:11]3)=[CH:16][C:17]=1[O:22][CH3:23]. (2) Given the reactants C(C[O:4][C:5]1[CH:14]=[CH:13][C:8]([C:9]([O:11][CH3:12])=[O:10])=[C:7]([O:15][CH3:16])[CH:6]=1)#N.[H-].[Na+].IC.[Li+].CC([N-][CH:26]([CH3:28])[CH3:27])C.[CH3:29][N:30](C)C=O, predict the reaction product. The product is: [C:29]([C:26]([CH3:27])([O:4][C:5]1[CH:14]=[CH:13][C:8]([C:9]([O:11][CH3:12])=[O:10])=[C:7]([O:15][CH3:16])[CH:6]=1)[CH3:28])#[N:30]. (3) Given the reactants [CH2:1]([N:3]([CH2:14][C:15]1[N:19]([CH2:20][CH2:21][C:22]#[N:23])[C:18]2[CH:24]=[CH:25][CH:26]=[CH:27][C:17]=2[N:16]=1)[CH:4]1[C:13]2[N:12]=[CH:11][CH:10]=[CH:9][C:8]=2[CH2:7][CH2:6][CH2:5]1)[CH3:2].NCCCN1C2C=CC=CC=2N=C1CN(C)C1C2N=CC=CC=2CCC1, predict the reaction product. The product is: [NH2:23][CH2:22][CH2:21][CH2:20][N:19]1[C:18]2[CH:24]=[CH:25][CH:26]=[CH:27][C:17]=2[N:16]=[C:15]1[CH2:14][N:3]([CH2:1][CH3:2])[CH:4]1[C:13]2[N:12]=[CH:11][CH:10]=[CH:9][C:8]=2[CH2:7][CH2:6][CH2:5]1. (4) Given the reactants [C:1]([O:5][C:6](=[O:27])[NH:7][C@@H:8]1[C@@H:13]([OH:14])[C@H:12]([CH2:15][C:16]2[CH:21]=[C:20]([F:22])[C:19]([N+:23]([O-:25])=[O:24])=[C:18](F)[CH:17]=2)[CH2:11][S:10][CH2:9]1)([CH3:4])([CH3:3])[CH3:2].[F:28][C:29]([F:36])([F:35])[C@H:30]([OH:34])[CH2:31][O:32][CH3:33].C(O[K])(C)(C)C.C(OC(C)(C)C)=O, predict the reaction product. The product is: [C:1]([O:5][C:6](=[O:27])[NH:7][C@@H:8]1[C@@H:13]([OH:14])[C@H:12]([CH2:15][C:16]2[CH:17]=[C:18]([O:34][C@H:30]([CH2:31][O:32][CH3:33])[C:29]([F:36])([F:35])[F:28])[C:19]([N+:23]([O-:25])=[O:24])=[C:20]([F:22])[CH:21]=2)[CH2:11][S:10][CH2:9]1)([CH3:3])([CH3:2])[CH3:4]. (5) Given the reactants C[O:2][C:3]([C:5]1[C:6](=[O:17])[N:7]([CH3:16])[C:8]2[C:13]([C:14]=1[OH:15])=[CH:12][CH:11]=[CH:10][CH:9]=2)=[O:4], predict the reaction product. The product is: [OH:15][C:14]1[C:13]2[C:8](=[CH:9][CH:10]=[CH:11][CH:12]=2)[N:7]([CH3:16])[C:6](=[O:17])[C:5]=1[C:3]([OH:4])=[O:2].